Dataset: Full USPTO retrosynthesis dataset with 1.9M reactions from patents (1976-2016). Task: Predict the reactants needed to synthesize the given product. (1) Given the product [OH:39][CH:36]1[CH2:35][CH2:34][N:33]([C@@H:31]([CH3:32])[CH2:30][N:27]2[CH2:26][CH2:25][CH:24]([NH:23][C:17]([C:11]3[NH:12][C:13]4[C:9]([CH:10]=3)=[C:8]([O:7][CH2:6][C:3]3[CH:4]=[CH:5][O:1][CH:2]=3)[CH:16]=[CH:15][CH:14]=4)=[O:19])[CH2:29][CH2:28]2)[CH2:38][CH2:37]1, predict the reactants needed to synthesize it. The reactants are: [O:1]1[CH:5]=[CH:4][C:3]([CH2:6][O:7][C:8]2[CH:16]=[CH:15][CH:14]=[C:13]3[C:9]=2[CH:10]=[C:11]([C:17]([OH:19])=O)[NH:12]3)=[CH:2]1.Cl.Cl.Cl.[NH2:23][CH:24]1[CH2:29][CH2:28][N:27]([CH2:30][C@@H:31]([N:33]2[CH2:38][CH2:37][CH:36]([OH:39])[CH2:35][CH2:34]2)[CH3:32])[CH2:26][CH2:25]1. (2) Given the product [CH:1]([NH:4][C:5]1[N:10]=[C:9]([C:11]2[C:19]3[C:14](=[CH:15][CH:16]=[C:17]([C:20]4[S:24][N:23]=[C:22]([NH2:25])[N:21]=4)[CH:18]=3)[N:13]([S:35]([C:38]3[CH:39]=[CH:40][C:41]([CH3:42])=[CH:43][CH:44]=3)(=[O:36])=[O:37])[CH:12]=2)[CH:8]=[N:7][CH:6]=1)([CH3:3])[CH3:2], predict the reactants needed to synthesize it. The reactants are: [CH:1]([NH:4][C:5]1[N:10]=[C:9]([C:11]2[C:19]3[C:14](=[CH:15][CH:16]=[C:17]([C:20]4[S:24][N:23]=[C:22]([NH:25]CC5C=CC(OC)=CC=5)[N:21]=4)[CH:18]=3)[N:13]([S:35]([C:38]3[CH:44]=[CH:43][C:41]([CH3:42])=[CH:40][CH:39]=3)(=[O:37])=[O:36])[CH:12]=2)[CH:8]=[N:7][CH:6]=1)([CH3:3])[CH3:2]. (3) Given the product [CH3:1][O:2][C:3]1[CH:8]=[C:7]([CH3:9])[CH:6]=[CH:5][C:4]=1[C:10]1([CH3:26])[N:14]([CH3:27])[C:13](=[O:15])[N:12]([CH2:16][C:17](=[O:24])[C:18]2[CH:19]=[CH:20][CH:21]=[CH:22][CH:23]=2)[C:11]1=[O:25], predict the reactants needed to synthesize it. The reactants are: [CH3:1][O:2][C:3]1[CH:8]=[C:7]([CH3:9])[CH:6]=[CH:5][C:4]=1[C:10]1([CH3:26])[NH:14][C:13](=[O:15])[N:12]([CH2:16][C:17](=[O:24])[C:18]2[CH:23]=[CH:22][CH:21]=[CH:20][CH:19]=2)[C:11]1=[O:25].[CH3:27]I. (4) Given the product [NH2:1][C:2]1[C:7]([NH2:8])=[CH:6][CH:5]=[CH:4][C:3]=1[C:11]1[CH:12]=[CH:13][CH:14]=[CH:15][CH:16]=1, predict the reactants needed to synthesize it. The reactants are: [NH2:1][C:2]1[C:7]([N+:8]([O-])=O)=[CH:6][CH:5]=[CH:4][C:3]=1[C:11]1[CH:16]=[CH:15][CH:14]=[CH:13][CH:12]=1. (5) Given the product [CH3:13][C:12]1[CH:11]=[C:10]([C:14]2[S:15][C:16]3[C:21]([N:22]=2)=[CH:20][CH:19]=[C:18]([C:23]2([C:26]4[CH:31]=[CH:30][CH:29]=[CH:28][CH:27]=4)[CH2:25][CH2:24]2)[N:17]=3)[CH:9]=[C:8]([CH3:32])[C:7]=1[CH:2]=[O:1], predict the reactants needed to synthesize it. The reactants are: [O:1]1CCCO[CH:2]1[C:7]1[C:12]([CH3:13])=[CH:11][C:10]([C:14]2[S:15][C:16]3[C:21]([N:22]=2)=[CH:20][CH:19]=[C:18]([C:23]2([C:26]4[CH:31]=[CH:30][CH:29]=[CH:28][CH:27]=4)[CH2:25][CH2:24]2)[N:17]=3)=[CH:9][C:8]=1[CH3:32].Cl.[OH-].[Na+].C(=O)(O)[O-].[Na+]. (6) Given the product [Br:17][C:18]1[CH:19]=[C:20]([N:12]2[CH2:13][C@@H:9]([CH3:8])[CH2:10][C@H:11]2[C:14]([OH:16])=[O:15])[CH:21]=[CH:22][CH:23]=1, predict the reactants needed to synthesize it. The reactants are: FC(F)(F)C(O)=O.[CH3:8][C@@H:9]1[CH2:13][NH:12][C@H:11]([C:14]([OH:16])=[O:15])[CH2:10]1.[Br:17][C:18]1[CH:23]=[CH:22][C:21](Br)=[CH:20][CH:19]=1.C(=O)([O-])[O-].[K+].[K+].